Dataset: Full USPTO retrosynthesis dataset with 1.9M reactions from patents (1976-2016). Task: Predict the reactants needed to synthesize the given product. (1) Given the product [OH:15][C:14]1[C:13]2[C:8](=[CH:9][CH:10]=[CH:11][CH:12]=2)[O:7][C:6](=[O:16])[C:5]=1[C:3]([NH:17][CH2:18][C:19]([OH:21])=[O:20])=[O:4], predict the reactants needed to synthesize it. The reactants are: CO[C:3]([C:5]1[C:6](=[O:16])[O:7][C:8]2[C:13]([C:14]=1[OH:15])=[CH:12][CH:11]=[CH:10][CH:9]=2)=[O:4].[NH2:17][CH2:18][C:19]([OH:21])=[O:20].C[O-].[Na+]. (2) Given the product [CH3:49][N:2]([CH3:1])[CH2:3][C:4]([N:6]1[C:14]2[C:9](=[CH:10][C:11]([O:47][CH3:48])=[C:12]([NH:15][C:16]3[NH:21][C:20]4=[N:22][C:23]([CH3:25])=[CH:24][C:19]4=[C:18]([NH:36][C:37]4[CH:45]=[CH:44][CH:43]=[C:42]([F:46])[C:38]=4[C:39]([NH2:41])=[O:40])[N:17]=3)[CH:13]=2)[CH2:8][CH2:7]1)=[O:5], predict the reactants needed to synthesize it. The reactants are: [CH3:1][N:2]([CH3:49])[CH2:3][C:4]([N:6]1[C:14]2[C:9](=[CH:10][C:11]([O:47][CH3:48])=[C:12]([NH:15][C:16]3[N:17]=[C:18]([NH:36][C:37]4[CH:45]=[CH:44][CH:43]=[C:42]([F:46])[C:38]=4[C:39]([NH2:41])=[O:40])[C:19]4[CH:24]=[C:23]([CH3:25])[N:22](S(C5C=CC(C)=CC=5)(=O)=O)[C:20]=4[N:21]=3)[CH:13]=2)[CH2:8][CH2:7]1)=[O:5].[CH3:49][N:2]([CH3:1])[CH2:3][C:4]([N:6]1[C:14]2[C:9](=[CH:10][C:11]([O:47][CH3:48])=[C:12]([NH:15][C:16]3[NH:21][C:20]4=[N:22][C:23]([CH3:25])=[CH:24][C:19]4=[C:18]([NH:36][C:37]4[CH:45]=[CH:44][CH:43]=[C:42]([F:46])[C:38]=4[C:39]([NH2:41])=[O:40])[N:17]=3)[CH:13]=2)[CH2:8][CH2:7]1)=[O:5].[OH-].[Na+]. (3) Given the product [F:8][C:6]1[CH:5]=[CH:4][C:3]([C:9]2[N:14]=[CH:13][N:12]=[C:11]([NH:15][C:16]3[CH:21]=[CH:20][CH:19]=[C:18]([CH2:22][S:23]([CH3:26])(=[O:25])=[O:24])[CH:17]=3)[N:10]=2)=[C:2]([O:31][CH2:30][CH2:29][CH2:28][F:27])[CH:7]=1, predict the reactants needed to synthesize it. The reactants are: F[C:2]1[CH:7]=[C:6]([F:8])[CH:5]=[CH:4][C:3]=1[C:9]1[N:14]=[CH:13][N:12]=[C:11]([NH:15][C:16]2[CH:21]=[CH:20][CH:19]=[C:18]([CH2:22][S:23]([CH3:26])(=[O:25])=[O:24])[CH:17]=2)[N:10]=1.[F:27][CH2:28][CH2:29][CH2:30][OH:31]. (4) The reactants are: Cl.[NH2:2][C:3]1[N:11]=[CH:10][N:9]=[C:8]2[C:4]=1[N:5]=[CH:6][N:7]2[C:12]1[CH:17]=[CH:16][C:15]([NH:18][C:19]([NH:21][C:22]2[CH:27]=[CH:26][C:25]([Cl:28])=[C:24]([C:29]([F:32])([F:31])[F:30])[CH:23]=2)=[O:20])=[CH:14][CH:13]=1.[CH:33]1([N:39]=[C:40]=[O:41])[CH2:38][CH2:37][CH2:36][CH2:35][CH2:34]1. Given the product [Cl:28][C:25]1[CH:26]=[CH:27][C:22]([NH:21][C:19](=[O:20])[NH:18][C:15]2[CH:14]=[CH:13][C:12]([N:7]3[CH:6]=[N:5][C:4]4[C:8]3=[N:9][CH:10]=[N:11][C:3]=4[NH:2][C:40]([NH:39][CH:33]3[CH2:38][CH2:37][CH2:36][CH2:35][CH2:34]3)=[O:41])=[CH:17][CH:16]=2)=[CH:23][C:24]=1[C:29]([F:31])([F:32])[F:30], predict the reactants needed to synthesize it. (5) The reactants are: [C:1]([O:5][C:6](=[O:28])[NH:7][C:8]1[C@:9]([CH3:27])([C:23]([F:26])([F:25])[F:24])[O:10][CH2:11][C@:12]([C:15]2[CH:20]=[C:19]([NH2:21])[CH:18]=[CH:17][C:16]=2[F:22])([CH3:14])[N:13]=1)([CH3:4])([CH3:3])[CH3:2].[Br:29][C:30]1[CH:31]=C[C:33]([C:36]([OH:38])=O)=[N:34][CH:35]=1.CC[N:41]=C=NCCCN(C)C.Cl.C1C=NC2N(O)N=NC=2C=1.CCN(C(C)C)C(C)C. Given the product [C:1]([O:5][C:6](=[O:28])[NH:7][C:8]1[C@:9]([CH3:27])([C:23]([F:26])([F:25])[F:24])[O:10][CH2:11][C@:12]([C:15]2[CH:20]=[C:19]([NH:21][C:36]([C:33]3[N:34]=[CH:35][C:30]([Br:29])=[CH:31][N:41]=3)=[O:38])[CH:18]=[CH:17][C:16]=2[F:22])([CH3:14])[N:13]=1)([CH3:2])([CH3:3])[CH3:4], predict the reactants needed to synthesize it. (6) Given the product [F:23][C:3]([F:22])([F:2])[C:4]1[CH:5]=[CH:6][C:7]([C@H:10]([NH:11][C:33](=[O:37])[O:34][CH2:35][CH3:36])[C:12]2[C:17]([C:18]([F:21])([F:19])[F:20])=[CH:16][CH:15]=[CH:14][N:13]=2)=[CH:8][CH:9]=1, predict the reactants needed to synthesize it. The reactants are: Cl.[F:2][C:3]([F:23])([F:22])[C:4]1[CH:9]=[CH:8][C:7]([C@@H:10]([C:12]2[C:17]([C:18]([F:21])([F:20])[F:19])=[CH:16][CH:15]=[CH:14][N:13]=2)[NH2:11])=[CH:6][CH:5]=1.CCN(C(C)C)C(C)C.[C:33](Cl)(=[O:37])[O:34][CH2:35][CH3:36]. (7) The reactants are: C([O:5][C:6](=O)[NH:7][C:8]1[C:17]2[C:12](=[CH:13][CH:14]=[CH:15][CH:16]=2)[C:11]([O:18][C:19]2[CH:24]=[CH:23][N:22]=[C:21]([S:25][CH3:26])[N:20]=2)=[CH:10][CH:9]=1)(C)(C)C.[F:28][CH:29]1COCC(C2C(C(O)=O)=CC=CC=2)N1.[Cl-].ClC1N(C)[CH2:49][CH2:48][NH+]1C.[CH:53]([NH:56][CH:57]([CH3:59])[CH3:58])([CH3:55])C.[O:60]1[CH2:65][CH2:64]OCC1. Given the product [F:28][C:29]1[CH:48]=[C:49]([CH:58]=[C:57]([N:56]2[CH2:64][CH2:65][O:60][CH2:55][CH2:53]2)[CH:59]=1)[C:6]([NH:7][C:8]1[C:17]2[C:12](=[CH:13][CH:14]=[CH:15][CH:16]=2)[C:11]([O:18][C:19]2[CH:24]=[CH:23][N:22]=[C:21]([S:25][CH3:26])[N:20]=2)=[CH:10][CH:9]=1)=[O:5], predict the reactants needed to synthesize it. (8) Given the product [Cl:20][C:21]1[CH:29]=[C:28]([S:30]([CH3:33])(=[O:32])=[O:31])[CH:27]=[CH:26][C:22]=1[C:23]([NH:1][CH2:2][C:3]1[CH:4]=[CH:5][C:6]([Cl:19])=[C:7]([O:9][C:10]2[CH:11]=[C:12]([C:13]#[N:14])[CH:15]=[C:16]([Cl:18])[CH:17]=2)[CH:8]=1)=[O:24], predict the reactants needed to synthesize it. The reactants are: [NH2:1][CH2:2][C:3]1[CH:4]=[CH:5][C:6]([Cl:19])=[C:7]([O:9][C:10]2[CH:11]=[C:12]([CH:15]=[C:16]([Cl:18])[CH:17]=2)[C:13]#[N:14])[CH:8]=1.[Cl:20][C:21]1[CH:29]=[C:28]([S:30]([CH3:33])(=[O:32])=[O:31])[CH:27]=[CH:26][C:22]=1[C:23](O)=[O:24].CN(C(ON1N=NC2C=CC=NC1=2)=[N+](C)C)C.F[P-](F)(F)(F)(F)F.CCN(C(C)C)C(C)C. (9) Given the product [CH2:21]([N:25]([CH2:26][CH:27]([CH3:29])[CH3:28])[C:2]1[CH:7]=[CH:6][C:5]([C:8]2([CH2:12][C:13]([O:15][CH2:16][CH3:17])=[O:14])[CH2:11][O:10][CH2:9]2)=[CH:4][C:3]=1[N+:18]([O-:20])=[O:19])[CH:22]([CH3:24])[CH3:23], predict the reactants needed to synthesize it. The reactants are: F[C:2]1[CH:7]=[CH:6][C:5]([C:8]2([CH2:12][C:13]([O:15][CH2:16][CH3:17])=[O:14])[CH2:11][O:10][CH2:9]2)=[CH:4][C:3]=1[N+:18]([O-:20])=[O:19].[CH2:21]([NH:25][CH2:26][CH:27]([CH3:29])[CH3:28])[CH:22]([CH3:24])[CH3:23].C(=O)([O-])[O-].[Cs+].[Cs+].